From a dataset of Forward reaction prediction with 1.9M reactions from USPTO patents (1976-2016). Predict the product of the given reaction. (1) Given the reactants [Cl:1][C:2]1[N:7]=[C:6]2[NH:8][CH:9]=[CH:10][C:5]2=[CH:4][CH:3]=1.[F:11][C:12]1[CH:19]=[CH:18][C:15]([CH2:16]Br)=[CH:14][CH:13]=1.C([O-])([O-])=O.[K+].[K+], predict the reaction product. The product is: [Cl:1][C:2]1[N:7]=[C:6]2[N:8]([CH2:16][C:15]3[CH:18]=[CH:19][C:12]([F:11])=[CH:13][CH:14]=3)[CH:9]=[CH:10][C:5]2=[CH:4][CH:3]=1. (2) Given the reactants [H-].[Na+].C1COCC1.[C:8]([O:11][CH2:12][CH2:13]P(OCC)(OCC)=O)(=[O:10])[CH3:9].[F:22][C:23]1[CH:24]=[C:25]([CH:31]2[CH2:36][CH2:35][CH:34]([CH:37]=O)[CH2:33][CH2:32]2)[CH:26]=[C:27]([F:30])[C:28]=1[F:29], predict the reaction product. The product is: [CH2:12]([O:11][C:8](=[O:10])/[CH:9]=[CH:37]/[CH:34]1[CH2:33][CH2:32][CH:31]([C:25]2[CH:26]=[C:27]([F:30])[C:28]([F:29])=[C:23]([F:22])[CH:24]=2)[CH2:36][CH2:35]1)[CH3:13]. (3) Given the reactants [Br:1][C:2]1[C:3]([NH2:12])=[CH:4][C:5]2[O:10][CH2:9][CH2:8][O:7][C:6]=2[CH:11]=1.[CH:13](OCC)(OCC)OCC.[CH3:23][C:24]1([CH3:32])[O:29][C:28](=[O:30])[CH2:27][C:26](=[O:31])[O:25]1, predict the reaction product. The product is: [Br:1][C:2]1[C:3]([NH:12][CH:13]=[C:27]2[C:28](=[O:30])[O:29][C:24]([CH3:32])([CH3:23])[O:25][C:26]2=[O:31])=[CH:4][C:5]2[O:10][CH2:9][CH2:8][O:7][C:6]=2[CH:11]=1. (4) Given the reactants Br[C:2]([CH3:9])([CH3:8])[C:3]([O:5][CH2:6][CH3:7])=[O:4].[CH3:10][SH:11].[OH-].[K+], predict the reaction product. The product is: [CH2:6]([O:5][C:3](=[O:4])[C:2]([CH3:9])([S:11][CH3:10])[CH3:8])[CH3:7]. (5) Given the reactants [Cl:1][C:2]1[CH:7]=[CH:6][CH:5]=[C:4]([C:8](Cl)=[O:9])[N:3]=1.ClC1C=CC=C(C(O)=O)N=1.S(Cl)(Cl)=O.[Br:25][C:26]1[CH:32]=[C:31]([C:33]([F:42])([C:38]([F:41])([F:40])[F:39])[C:34]([F:37])([F:36])[F:35])[CH:30]=[C:29]([C:43]([F:46])([F:45])[F:44])[C:27]=1[NH2:28], predict the reaction product. The product is: [Br:25][C:26]1[CH:32]=[C:31]([C:33]([F:42])([C:34]([F:36])([F:37])[F:35])[C:38]([F:39])([F:41])[F:40])[CH:30]=[C:29]([C:43]([F:44])([F:45])[F:46])[C:27]=1[NH:28][C:8](=[O:9])[C:4]1[CH:5]=[CH:6][CH:7]=[C:2]([Cl:1])[N:3]=1. (6) The product is: [Cl:30][C:25]1[CH:24]=[C:23]2[C:28](=[CH:27][C:26]=1[Cl:29])[N:20]([S:17]([C:15]1[CH:14]=[CH:13][C:12]([O:34][CH3:35])=[C:11]([N:8]3[CH2:7][CH2:6][NH:5][CH2:10][CH2:9]3)[CH:16]=1)(=[O:18])=[O:19])[CH:21]=[C:22]2[CH:31]([F:32])[F:33]. Given the reactants ClC(Cl)(Cl)C([N:5]1[CH2:10][CH2:9][N:8]([C:11]2[CH:16]=[C:15]([S:17]([N:20]3[C:28]4[C:23](=[CH:24][C:25]([Cl:30])=[C:26]([Cl:29])[CH:27]=4)[C:22]([CH:31]([F:33])[F:32])=[CH:21]3)(=[O:19])=[O:18])[CH:14]=[CH:13][C:12]=2[O:34][CH3:35])[CH2:7][CH2:6]1)=O.[OH-].[K+], predict the reaction product. (7) Given the reactants [CH3:1][O:2][C:3]([C:5]1[CH:10]=[C:9]([NH2:11])[N:8]=[C:7]([C:12]2[CH:17]=[C:16]([F:18])[C:15]([Cl:19])=[CH:14][C:13]=2[F:20])[N:6]=1)=[O:4].[Cl:21]N1C(=O)CCC1=O, predict the reaction product. The product is: [CH3:1][O:2][C:3]([C:5]1[C:10]([Cl:21])=[C:9]([NH2:11])[N:8]=[C:7]([C:12]2[CH:17]=[C:16]([F:18])[C:15]([Cl:19])=[CH:14][C:13]=2[F:20])[N:6]=1)=[O:4].